This data is from Ames mutagenicity test results for genotoxicity prediction. The task is: Regression/Classification. Given a drug SMILES string, predict its toxicity properties. Task type varies by dataset: regression for continuous values (e.g., LD50, hERG inhibition percentage) or binary classification for toxic/non-toxic outcomes (e.g., AMES mutagenicity, cardiotoxicity, hepatotoxicity). Dataset: ames. (1) The drug is O=[N+]([O-])c1cccc(CCl)c1. The result is 1 (mutagenic). (2) The compound is NC1=NCNc2c1ncn2C1OC(CO)C(O)C1=O. The result is 0 (non-mutagenic). (3) The compound is CCN(CC)CCNc1ccc(COC(=O)c2ccco2)c2sc3ccccc3c(=O)c12. The result is 1 (mutagenic). (4) The drug is c1ccc2c(c1)ncc1cnc3ccccc3c12. The result is 0 (non-mutagenic). (5) The drug is C1CCCC1. The result is 0 (non-mutagenic). (6) The result is 0 (non-mutagenic). The drug is C1=CC2C3C=CC(C3)C2C1. (7) The drug is CCc1ccc([N+](=O)[O-])cc1. The result is 0 (non-mutagenic). (8) The drug is C=CC(=O)OC. The result is 0 (non-mutagenic). (9) The drug is Clc1cccc2ncccc12. The result is 1 (mutagenic). (10) The molecule is CC(=O)OC1(C(C)=O)CCC2C3C=C(Cl)C4=CC(=O)OCC4(C)C3CCC21C. The result is 0 (non-mutagenic).